This data is from NCI-60 drug combinations with 297,098 pairs across 59 cell lines. The task is: Regression. Given two drug SMILES strings and cell line genomic features, predict the synergy score measuring deviation from expected non-interaction effect. (1) Drug 1: C1CC(C1)(C(=O)O)C(=O)O.[NH2-].[NH2-].[Pt+2]. Drug 2: C1CN(CCN1C(=O)CCBr)C(=O)CCBr. Cell line: DU-145. Synergy scores: CSS=53.4, Synergy_ZIP=1.84, Synergy_Bliss=6.15, Synergy_Loewe=6.22, Synergy_HSA=8.48. (2) Drug 1: CS(=O)(=O)C1=CC(=C(C=C1)C(=O)NC2=CC(=C(C=C2)Cl)C3=CC=CC=N3)Cl. Drug 2: CCCCC(=O)OCC(=O)C1(CC(C2=C(C1)C(=C3C(=C2O)C(=O)C4=C(C3=O)C=CC=C4OC)O)OC5CC(C(C(O5)C)O)NC(=O)C(F)(F)F)O. Cell line: MDA-MB-231. Synergy scores: CSS=6.88, Synergy_ZIP=-2.00, Synergy_Bliss=1.08, Synergy_Loewe=-0.375, Synergy_HSA=0.664. (3) Drug 1: CN(C)C1=NC(=NC(=N1)N(C)C)N(C)C. Drug 2: C1=NC(=NC(=O)N1C2C(C(C(O2)CO)O)O)N. Cell line: SF-295. Synergy scores: CSS=8.44, Synergy_ZIP=-2.01, Synergy_Bliss=2.24, Synergy_Loewe=3.34, Synergy_HSA=3.29. (4) Drug 1: CC1OCC2C(O1)C(C(C(O2)OC3C4COC(=O)C4C(C5=CC6=C(C=C35)OCO6)C7=CC(=C(C(=C7)OC)O)OC)O)O. Drug 2: CN(CC1=CN=C2C(=N1)C(=NC(=N2)N)N)C3=CC=C(C=C3)C(=O)NC(CCC(=O)O)C(=O)O. Cell line: IGROV1. Synergy scores: CSS=35.4, Synergy_ZIP=-10.6, Synergy_Bliss=-6.53, Synergy_Loewe=-4.99, Synergy_HSA=-0.136. (5) Drug 1: COC1=C(C=C2C(=C1)N=CN=C2NC3=CC(=C(C=C3)F)Cl)OCCCN4CCOCC4. Drug 2: C1=C(C(=O)NC(=O)N1)N(CCCl)CCCl. Cell line: NCI-H460. Synergy scores: CSS=41.8, Synergy_ZIP=-2.17, Synergy_Bliss=-0.974, Synergy_Loewe=-3.82, Synergy_HSA=1.66. (6) Cell line: HS 578T. Synergy scores: CSS=14.6, Synergy_ZIP=14.0, Synergy_Bliss=20.1, Synergy_Loewe=13.0, Synergy_HSA=13.6. Drug 2: CC1C(C(=O)NC(C(=O)N2CCCC2C(=O)N(CC(=O)N(C(C(=O)O1)C(C)C)C)C)C(C)C)NC(=O)C3=C4C(=C(C=C3)C)OC5=C(C(=O)C(=C(C5=N4)C(=O)NC6C(OC(=O)C(N(C(=O)CN(C(=O)C7CCCN7C(=O)C(NC6=O)C(C)C)C)C)C(C)C)C)N)C. Drug 1: CCCS(=O)(=O)NC1=C(C(=C(C=C1)F)C(=O)C2=CNC3=C2C=C(C=N3)C4=CC=C(C=C4)Cl)F. (7) Drug 1: C1=NC2=C(N1)C(=S)N=C(N2)N. Drug 2: C1CN(CCN1C(=O)CCBr)C(=O)CCBr. Cell line: NCI/ADR-RES. Synergy scores: CSS=23.0, Synergy_ZIP=-6.52, Synergy_Bliss=-5.43, Synergy_Loewe=-9.69, Synergy_HSA=-2.08. (8) Drug 1: C1CCN(CC1)CCOC2=CC=C(C=C2)C(=O)C3=C(SC4=C3C=CC(=C4)O)C5=CC=C(C=C5)O. Drug 2: C1=CC(=C2C(=C1NCCNCCO)C(=O)C3=C(C=CC(=C3C2=O)O)O)NCCNCCO. Cell line: HT29. Synergy scores: CSS=38.1, Synergy_ZIP=0.310, Synergy_Bliss=-0.890, Synergy_Loewe=-28.3, Synergy_HSA=-2.47.